Dataset: Full USPTO retrosynthesis dataset with 1.9M reactions from patents (1976-2016). Task: Predict the reactants needed to synthesize the given product. (1) Given the product [C:1]([N:4]([CH3:32])[CH2:5][CH2:6][N:7]1[C:16]2[C:11](=[N:12][CH:13]=[C:14]([CH2:17][C:18]3[CH:19]=[CH:20][C:21]([F:24])=[CH:22][CH:23]=3)[CH:15]=2)[C:10]([OH:25])=[C:9]([C:26]([NH:36][CH2:35][CH2:33][OH:34])=[O:27])[C:8]1=[O:31])(=[O:3])[CH3:2], predict the reactants needed to synthesize it. The reactants are: [C:1]([N:4]([CH3:32])[CH2:5][CH2:6][N:7]1[C:16]2[C:11](=[N:12][CH:13]=[C:14]([CH2:17][C:18]3[CH:23]=[CH:22][C:21]([F:24])=[CH:20][CH:19]=3)[CH:15]=2)[C:10]([OH:25])=[C:9]([C:26](OCC)=[O:27])[C:8]1=[O:31])(=[O:3])[CH3:2].[CH2:33]([CH2:35][NH2:36])[OH:34]. (2) Given the product [CH3:1][O:2][C:3](=[O:19])[C:4]([C:5](=[O:6])[C:7]1[CH:12]=[CH:11][C:10]([F:13])=[CH:9][CH:8]=1)=[C:14]([O:18][CH3:20])[CH:15]([CH3:17])[CH3:16], predict the reactants needed to synthesize it. The reactants are: [CH3:1][O:2][C:3](=[O:19])[C:4]([C:14](=[O:18])[CH:15]([CH3:17])[CH3:16])=[C:5]([C:7]1[CH:12]=[CH:11][C:10]([F:13])=[CH:9][CH:8]=1)[OH:6].[C:20](OC)(OC)(OC)C.S([O-])([O-])(=O)=O.[Mg+2].S(=O)(=O)(O)O. (3) Given the product [C:2]([O:5][C:6]([N:8]1[CH2:9][C:10](=[O:11])[CH2:12][C@H:13]1[C:14]([N:21]1[CH2:22][C:19]([F:23])([F:18])[CH2:20]1)=[O:16])=[O:7])([CH3:1])([CH3:3])[CH3:4], predict the reactants needed to synthesize it. The reactants are: [CH3:1][C:2]([O:5][C:6]([N:8]1[C@H:13]([C:14]([OH:16])=O)[CH2:12][C:10](=[O:11])[CH2:9]1)=[O:7])([CH3:4])[CH3:3].Cl.[F:18][C:19]1([F:23])[CH2:22][NH:21][CH2:20]1.CCN(C(C)C)C(C)C.C1C=CC2N(O)N=NC=2C=1.CCN=C=NCCCN(C)C.Cl.C(=O)(O)[O-].[Na+]. (4) Given the product [Cl:1][C:2]1[CH:7]=[C:6]([NH:8][N:9]2[C:16](=[O:17])[C:15]3[C:14](=[CH:22][CH:21]=[C:20]([C:23]([F:26])([F:25])[F:24])[CH:19]=3)[N:13]=[CH:28]2)[C:5]([S:10][CH2:11][CH3:12])=[CH:4][N:3]=1, predict the reactants needed to synthesize it. The reactants are: [Cl:1][C:2]1[CH:7]=[C:6]([NH:8][NH2:9])[C:5]([S:10][CH2:11][CH3:12])=[CH:4][N:3]=1.[NH2:13][C:14]1[CH:22]=[CH:21][C:20]([C:23]([F:26])([F:25])[F:24])=[CH:19][C:15]=1[C:16](O)=[O:17].N[C:28]1C(Br)=CC(C)=CC=1C(NNC1C(SCC)=NC=C(Cl)C=1)=O. (5) The reactants are: [Cl:1][C:2]1[CH:3]=[C:4]([C:8]2[N:16]=[C:15]([C:17]([O:19]C)=O)[N:14]=[C:13]3[C:9]=2[N:10]([CH2:28][C@H:29]2[CH2:34][CH2:33][C@H:32]([CH3:35])[CH2:31][CH2:30]2)[C:11]([N:21]2[CH2:26][CH2:25][O:24][CH2:23][C@H:22]2[CH3:27])=[N:12]3)[CH:5]=[CH:6][CH:7]=1.[NH2:36][NH2:37].C1COCC1. Given the product [Cl:1][C:2]1[CH:3]=[C:4]([C:8]2[N:16]=[C:15]([C:17]([NH:36][NH2:37])=[O:19])[N:14]=[C:13]3[C:9]=2[N:10]([CH2:28][C@H:29]2[CH2:30][CH2:31][C@H:32]([CH3:35])[CH2:33][CH2:34]2)[C:11]([N:21]2[CH2:26][CH2:25][O:24][CH2:23][C@H:22]2[CH3:27])=[N:12]3)[CH:5]=[CH:6][CH:7]=1, predict the reactants needed to synthesize it. (6) Given the product [F:1][C:2]1[CH:10]=[CH:9][CH:8]=[CH:7][C:3]=1[C:4]([N:33]([CH2:34][CH2:35][CH3:36])[CH2:32][C:13]([OH:31])([CH2:14][NH:15][C:16]1[CH:24]=[CH:23][CH:22]=[C:21]2[C:17]=1[CH:18]=[N:19][N:20]2[C:25]1[CH:30]=[CH:29][CH:28]=[CH:27][CH:26]=1)[C:12]([F:37])([F:11])[F:38])=[O:6], predict the reactants needed to synthesize it. The reactants are: [F:1][C:2]1[CH:10]=[CH:9][CH:8]=[CH:7][C:3]=1[C:4]([OH:6])=O.[F:11][C:12]([F:38])([F:37])[C:13]([CH2:32][NH:33][CH2:34][CH2:35][CH3:36])([OH:31])[CH2:14][NH:15][C:16]1[CH:24]=[CH:23][CH:22]=[C:21]2[C:17]=1[CH:18]=[N:19][N:20]2[C:25]1[CH:30]=[CH:29][CH:28]=[CH:27][CH:26]=1.